Dataset: Full USPTO retrosynthesis dataset with 1.9M reactions from patents (1976-2016). Task: Predict the reactants needed to synthesize the given product. (1) Given the product [Cl:1][C:2]1[CH:3]=[CH:4][C:5]([C:6]([NH:8][C:9]2[S:10][CH:11]=[C:12]([CH2:14][C:15](=[O:17])[N:31]3[CH2:30][CH2:29][N:28]([CH2:27][C:25](=[O:26])[N:20]4[CH2:21][CH2:22][CH2:23][CH2:24]4)[CH2:33][CH2:32]3)[N:13]=2)=[O:7])=[CH:18][CH:19]=1, predict the reactants needed to synthesize it. The reactants are: [Cl:1][C:2]1[CH:19]=[CH:18][C:5]([C:6]([NH:8][C:9]2[S:10][CH:11]=[C:12]([CH2:14][C:15]([OH:17])=O)[N:13]=2)=[O:7])=[CH:4][CH:3]=1.[N:20]1([C:25]([CH2:27][N:28]2[CH2:33][CH2:32][NH:31][CH2:30][CH2:29]2)=[O:26])[CH2:24][CH2:23][CH2:22][CH2:21]1. (2) The reactants are: [Br:1][C:2]1[CH:3]=[C:4]([NH2:9])[C:5]([NH2:8])=[CH:6][CH:7]=1.[F:10][C:11]1[CH:19]=[C:18]([S:20]([CH3:23])(=[O:22])=[O:21])[CH:17]=[CH:16][C:12]=1[C:13](O)=O.[OH-].[Na+]. Given the product [Br:1][C:2]1[CH:7]=[CH:6][C:5]2[NH:8][C:13]([C:12]3[CH:16]=[CH:17][C:18]([S:20]([CH3:23])(=[O:21])=[O:22])=[CH:19][C:11]=3[F:10])=[N:9][C:4]=2[CH:3]=1, predict the reactants needed to synthesize it. (3) The reactants are: C(N(CC)CC)C.[NH2:8][C:9]1[N:17]=[C:16]([CH3:18])[CH:15]=[CH:14][C:10]=1[C:11]([OH:13])=O.[F:19][C:20]([F:37])([F:36])[C:21]1[CH:26]=[CH:25][C:24]([O:27][C:28]2[CH:29]=[C:30]([CH:33]=[CH:34][CH:35]=2)[CH2:31][NH2:32])=[CH:23][CH:22]=1.CN([P+](ON1N=NC2C=CC=CC1=2)(N(C)C)N(C)C)C.F[P-](F)(F)(F)(F)F. Given the product [F:19][C:20]([F:36])([F:37])[C:21]1[CH:22]=[CH:23][C:24]([O:27][C:28]2[CH:29]=[C:30]([CH2:31][NH:32][C:11](=[O:13])[C:10]3[CH:14]=[CH:15][C:16]([CH3:18])=[N:17][C:9]=3[NH2:8])[CH:33]=[CH:34][CH:35]=2)=[CH:25][CH:26]=1, predict the reactants needed to synthesize it. (4) The reactants are: [Br:1][C:2]1[CH:3]=[C:4]([CH:10]=[C:11](I)[CH:12]=1)[C:5]([NH:7][O:8][CH3:9])=[O:6].N1C2C(=CC=C3C=2N=CC=C3)C=CC=1.[C:28]([O-])([O-])=[O:29].[Cs+].[Cs+]. Given the product [Br:1][C:2]1[CH:3]=[C:4]([CH:10]=[C:11]([O:29][CH3:28])[CH:12]=1)[C:5]([NH:7][O:8][CH3:9])=[O:6], predict the reactants needed to synthesize it. (5) Given the product [ClH:1].[CH3:20][N:21]([CH3:36])[CH2:22][CH2:23][N:24]([CH3:35])[C:25]1[S:26][C:27]2[CH:33]=[C:32]([NH:34][C:17]([C:14]3[CH:13]=[CH:12][C:11]([C:3]4[CH:4]=[CH:5][C:6]([O:8][CH2:9][CH3:10])=[CH:7][C:2]=4[Cl:1])=[CH:16][CH:15]=3)=[O:19])[CH:31]=[CH:30][C:28]=2[N:29]=1.[CH3:20][N:21]([CH3:36])[CH2:22][CH2:23][N:24]([CH3:35])[C:25]1[S:26][C:27]2[CH:33]=[C:32]([NH:34][C:17]([C:14]3[CH:15]=[CH:16][C:11]([C:3]4[CH:4]=[CH:5][C:6]([O:8][CH2:9][CH3:10])=[CH:7][C:2]=4[Cl:1])=[CH:12][CH:13]=3)=[O:18])[CH:31]=[CH:30][C:28]=2[N:29]=1, predict the reactants needed to synthesize it. The reactants are: [Cl:1][C:2]1[CH:7]=[C:6]([O:8][CH2:9][CH3:10])[CH:5]=[CH:4][C:3]=1[C:11]1[CH:16]=[CH:15][C:14]([C:17]([OH:19])=[O:18])=[CH:13][CH:12]=1.[CH3:20][N:21]([CH3:36])[CH2:22][CH2:23][N:24]([CH3:35])[C:25]1[S:26][C:27]2[CH:33]=[C:32]([NH2:34])[CH:31]=[CH:30][C:28]=2[N:29]=1. (6) The reactants are: CN1CCOCC1.C(Cl)(=O)OCC(C)C.[C:16]([O:20][C:21]([NH:23][C@@H:24]1[CH2:29][CH2:28][CH2:27][N:26]([C:30]2[N:34]([CH2:35][O:36][CH3:37])[N:33]=[C:32]([C:38]([OH:40])=O)[C:31]=2[CH2:41][C:42]2[CH:47]=[CH:46][CH:45]=[CH:44][C:43]=2[Cl:48])[CH2:25]1)=[O:22])([CH3:19])([CH3:18])[CH3:17].Cl.[O:50]=[C:51]([CH2:58][C:59]([O:61][CH3:62])=[O:60])[C@@H:52]([C:54]([O:56][CH3:57])=[O:55])[NH2:53].S([O-])(O)(=O)=O.[K+]. Given the product [C:16]([O:20][C:21]([NH:23][C@@H:24]1[CH2:29][CH2:28][CH2:27][N:26]([C:30]2[N:34]([CH2:35][O:36][CH3:37])[N:33]=[C:32]([C:38]([NH:53][C@H:52]([C:54]([O:56][CH3:57])=[O:55])[C:51](=[O:50])[CH2:58][C:59]([O:61][CH3:62])=[O:60])=[O:40])[C:31]=2[CH2:41][C:42]2[CH:47]=[CH:46][CH:45]=[CH:44][C:43]=2[Cl:48])[CH2:25]1)=[O:22])([CH3:18])([CH3:17])[CH3:19], predict the reactants needed to synthesize it.